Task: Regression. Given a peptide amino acid sequence and an MHC pseudo amino acid sequence, predict their binding affinity value. This is MHC class I binding data.. Dataset: Peptide-MHC class I binding affinity with 185,985 pairs from IEDB/IMGT (1) The peptide sequence is QHSPISPR. The MHC is H-2-Kd with pseudo-sequence H-2-Kd. The binding affinity (normalized) is 0. (2) The MHC is HLA-B15:01 with pseudo-sequence HLA-B15:01. The binding affinity (normalized) is 0.149. The peptide sequence is RSFRIHILF. (3) The peptide sequence is KQQREKQRESR. The MHC is Mamu-B08 with pseudo-sequence Mamu-B08. The binding affinity (normalized) is 0.0145. (4) The peptide sequence is SMDDDTYVA. The MHC is HLA-A02:01 with pseudo-sequence HLA-A02:01. The binding affinity (normalized) is 0.418. (5) The peptide sequence is CSEVPQSGY. The MHC is HLA-A02:03 with pseudo-sequence HLA-A02:03. The binding affinity (normalized) is 0.0847. (6) The peptide sequence is YSKPWMAFF. The MHC is HLA-B48:01 with pseudo-sequence HLA-B48:01. The binding affinity (normalized) is 0.0847. (7) The peptide sequence is MSSAMSMMH. The MHC is HLA-B44:02 with pseudo-sequence HLA-B44:02. The binding affinity (normalized) is 0.0847. (8) The peptide sequence is VTDSQYALGI. The MHC is HLA-A02:02 with pseudo-sequence HLA-A02:02. The binding affinity (normalized) is 0. (9) The MHC is HLA-B18:01 with pseudo-sequence HLA-B18:01. The peptide sequence is DELWRGLLA. The binding affinity (normalized) is 0.593. (10) The peptide sequence is ILAPNPNRF. The MHC is HLA-B15:03 with pseudo-sequence HLA-B15:03. The binding affinity (normalized) is 0.698.